Dataset: Full USPTO retrosynthesis dataset with 1.9M reactions from patents (1976-2016). Task: Predict the reactants needed to synthesize the given product. Given the product [NH:10]([C:3]1[N:8]=[C:7]([OH:9])[CH:6]=[CH:5][N:4]=1)[C:11]1[CH:16]=[CH:15][CH:14]=[CH:13][CH:12]=1, predict the reactants needed to synthesize it. The reactants are: CS[C:3]1[N:8]=[C:7]([OH:9])[CH:6]=[CH:5][N:4]=1.[NH2:10][C:11]1[CH:16]=[CH:15][CH:14]=[CH:13][CH:12]=1.